From a dataset of Forward reaction prediction with 1.9M reactions from USPTO patents (1976-2016). Predict the product of the given reaction. (1) Given the reactants [CH3:1][C:2]1([CH3:22])[O:7][C:6]2[CH:8]=[CH:9][C:10]([N+:12]([O-:14])=[O:13])=[CH:11][C:5]=2[N:4]=[C:3]1[NH:15][NH:16][C:17](OCC)=[O:18], predict the reaction product. The product is: [CH3:1][C:2]1([CH3:22])[O:7][C:6]2[CH:8]=[CH:9][C:10]([N+:12]([O-:14])=[O:13])=[CH:11][C:5]=2[N:4]2[C:17](=[O:18])[NH:16][N:15]=[C:3]12. (2) Given the reactants [C:1]([N:8]1[CH:12]=[CH:11]N=C1)(N1C=CN=C1)=[O:2].N[C:14]1[CH:22]=[CH:21]C(CN(C=O)C)=C[C:15]=1[C:16]([OH:18])=[O:17], predict the reaction product. The product is: [C:15]12[C:12](=[CH:11][CH:21]=[CH:22][CH:14]=1)[NH:8][C:1](=[O:2])[O:18][C:16]2=[O:17]. (3) Given the reactants [CH3:1][O:2][C:3]([CH2:5][CH2:6][N:7]1[C:11](/[CH:12]=[C:13]2\[CH2:14][N:15]([C:20]([C:33]3[CH:38]=[CH:37][CH:36]=[CH:35][CH:34]=3)([C:27]3[CH:32]=[CH:31][CH:30]=[CH:29][CH:28]=3)[C:21]3[CH:26]=[CH:25][CH:24]=[CH:23][CH:22]=3)[CH2:16][CH2:17][C:18]\2=[O:19])=[CH:10][N:9]=[N:8]1)=[O:4].[BH4-].[Na+].[Cl-].[NH4+], predict the reaction product. The product is: [CH3:1][O:2][C:3]([CH2:5][CH2:6][N:7]1[C:11](/[CH:12]=[C:13]2\[CH2:14][N:15]([C:20]([C:33]3[CH:38]=[CH:37][CH:36]=[CH:35][CH:34]=3)([C:27]3[CH:32]=[CH:31][CH:30]=[CH:29][CH:28]=3)[C:21]3[CH:22]=[CH:23][CH:24]=[CH:25][CH:26]=3)[CH2:16][CH2:17][CH:18]\2[OH:19])=[CH:10][N:9]=[N:8]1)=[O:4]. (4) Given the reactants [F:1][C:2]1[CH:30]=[CH:29][CH:28]=[CH:27][C:3]=1[CH2:4][N:5]1[C:9]2=[N:10][CH:11]=[CH:12][CH:13]=[C:8]2[C:7]([C:14]2[N:15]=[C:16](I)[C:17]3[C:22]([CH3:24])([CH3:23])[C:21](=[O:25])[NH:20][C:18]=3[N:19]=2)=[N:6]1.[NH:31]1[CH2:35][CH2:34][CH:33]([NH:36][C:37](=[O:39])[CH3:38])[CH2:32]1, predict the reaction product. The product is: [F:1][C:2]1[CH:30]=[CH:29][CH:28]=[CH:27][C:3]=1[CH2:4][N:5]1[C:9]2=[N:10][CH:11]=[CH:12][CH:13]=[C:8]2[C:7]([C:14]2[N:15]=[C:16]([N:31]3[CH2:35][CH2:34][CH:33]([NH:36][C:37](=[O:39])[CH3:38])[CH2:32]3)[C:17]3[C:22]([CH3:24])([CH3:23])[C:21](=[O:25])[NH:20][C:18]=3[N:19]=2)=[N:6]1. (5) Given the reactants [I:1][C:2]1[N:6]([CH3:7])[N:5]=[C:4]([NH2:8])[CH:3]=1.C1(C)C=CC(S(O)(=O)=O)=CC=1.[Cl:20][C:21]1[C:22](=O)[O:23][C:24](=[O:27])[C:25]=1[CH3:26], predict the reaction product. The product is: [Cl:20][C:21]1[C:22](=[O:23])[N:8]([C:4]2[CH:3]=[C:2]([I:1])[N:6]([CH3:7])[N:5]=2)[C:24](=[O:27])[C:25]=1[CH3:26]. (6) Given the reactants Br[C:2]1[C:7]([O:8][CH2:9][C:10]2[C:15]([O:16][CH3:17])=[CH:14][CH:13]=[C:12]([F:18])[C:11]=2[F:19])=[CH:6][C:5]([N+:20]([O-:22])=[O:21])=[C:4]([Cl:23])[CH:3]=1.[CH2:24]([Sn](CCCC)(CCCC)CCCC)[CH:25]=[CH2:26], predict the reaction product. The product is: [CH2:26]([C:2]1[C:7]([O:8][CH2:9][C:10]2[C:15]([O:16][CH3:17])=[CH:14][CH:13]=[C:12]([F:18])[C:11]=2[F:19])=[CH:6][C:5]([N+:20]([O-:22])=[O:21])=[C:4]([Cl:23])[CH:3]=1)[CH:25]=[CH2:24]. (7) Given the reactants [Cl:1][C:2]1[C:3]2[C:4]3[C:5](=[C:23]([CH3:26])[O:24][N:25]=3)[C:6](=[O:22])[N:7]([C:12]3[N:17]=[C:16]([CH2:18][C:19](O)=[O:20])[CH:15]=[CH:14][CH:13]=3)[C:8]=2[CH:9]=[CH:10][CH:11]=1.CCN=C=NCCCN(C)C.[CH3:38][O:39][C:40]1[CH:41]=[C:42]([CH:44]=[CH:45][CH:46]=1)[NH2:43].CC(C)=O.ClCCl, predict the reaction product. The product is: [Cl:1][C:2]1[C:3]2[C:4]3[C:5](=[C:23]([CH3:26])[O:24][N:25]=3)[C:6](=[O:22])[N:7]([C:12]3[N:17]=[C:16]([CH2:18][C:19]([NH:43][C:42]4[CH:44]=[CH:45][CH:46]=[C:40]([O:39][CH3:38])[CH:41]=4)=[O:20])[CH:15]=[CH:14][CH:13]=3)[C:8]=2[CH:9]=[CH:10][CH:11]=1. (8) The product is: [CH3:7][N:6]([CH2:9][C:10]1[C:18]2[B:17]([OH:19])[O:16][CH2:15][C:14]=2[CH:13]=[CH:12][CH:11]=1)[CH2:5][CH2:4][NH2:21]. Given the reactants OCC1C[CH2:7][N:6]([CH2:9][C:10]2[C:18]3[B:17]([OH:19])[O:16][CH2:15][C:14]=3[CH:13]=[CH:12][CH:11]=2)[CH2:5][CH2:4]1.C[NH:21]CCN.C(O)(C(F)(F)F)=O, predict the reaction product. (9) Given the reactants [CH2:1]([O:8][C:9](=[O:22])[C@@H:10]([NH:14][C:15]([O:17]C(C)(C)C)=O)[CH2:11][O:12][CH3:13])[C:2]1[CH:7]=[CH:6][CH:5]=[CH:4][CH:3]=1.FC(F)(F)C(O)=O.C(N(CC)C(C)C)(C)C.[C:39]([NH:46][C@H:47](C(O)=O)[CH3:48])([O:41][C:42]([CH3:45])([CH3:44])[CH3:43])=[O:40].CN(C(ON1N=NC2C=CC=NC1=2)=[N+](C)C)C.F[P-](F)(F)(F)(F)F, predict the reaction product. The product is: [CH2:1]([O:8][C:9](=[O:22])[C@@H:10]([NH:14][C:15](=[O:17])[C@@H:47]([NH:46][C:39]([O:41][C:42]([CH3:45])([CH3:44])[CH3:43])=[O:40])[CH3:48])[CH2:11][O:12][CH3:13])[C:2]1[CH:3]=[CH:4][CH:5]=[CH:6][CH:7]=1.